Dataset: Forward reaction prediction with 1.9M reactions from USPTO patents (1976-2016). Task: Predict the product of the given reaction. (1) The product is: [NH2:40][C@@H:8]([CH2:1][C:2]1[CH:3]=[CH:4][CH:5]=[CH:6][CH:7]=1)[CH2:9][C@H:10]([OH:39])[C@@H:11]([NH:26][C:27]([C@@H:28]([NH:33][C:34](=[O:35])[O:36][CH3:37])[C:29]([CH3:30])([CH3:32])[CH3:31])=[O:38])[CH2:12][C:13]1[CH:18]=[CH:17][C:16]([C:19]2[CH:24]=[CH:23][C:22]([CH3:25])=[CH:21][N:20]=2)=[CH:15][CH:14]=1. Given the reactants [CH2:1]([C@H:8]([NH:40]C(=O)OC(C)(C)C)[CH2:9][C@H:10]([OH:39])[C@@H:11]([NH:26][C:27](=[O:38])[C@@H:28]([NH:33][C:34]([O:36][CH3:37])=[O:35])[C:29]([CH3:32])([CH3:31])[CH3:30])[CH2:12][C:13]1[CH:18]=[CH:17][C:16]([C:19]2[CH:24]=[CH:23][C:22]([CH3:25])=[CH:21][N:20]=2)=[CH:15][CH:14]=1)[C:2]1[CH:7]=[CH:6][CH:5]=[CH:4][CH:3]=1.FC(F)(F)C(O)=O, predict the reaction product. (2) The product is: [ClH:1].[NH2:2][C:3]1([C:8]([O:10][CH3:11])=[O:9])[CH2:7][CH2:6][CH2:5][CH2:4][CH2:13]1. Given the reactants [ClH:1].[NH2:2][C:3]1([C:8]([O:10][CH3:11])=[O:9])[CH2:7][CH2:6][CH2:5][CH2:4]1.N[C:13]1(C(O)=O)CCCCC1, predict the reaction product. (3) Given the reactants [C:1]([C:3]1[CH:8]=[CH:7][C:6]([CH2:9][CH2:10][C:11]([O:13][CH3:14])=[O:12])=[CH:5][CH:4]=1)#[CH:2].I[C:16]1[CH:21]=[CH:20][CH:19]=[C:18]([C:22]([F:25])([F:24])[F:23])[CH:17]=1, predict the reaction product. The product is: [F:23][C:22]([F:25])([F:24])[C:18]1[CH:17]=[C:16]([C:2]#[C:1][C:3]2[CH:8]=[CH:7][C:6]([CH2:9][CH2:10][C:11]([O:13][CH3:14])=[O:12])=[CH:5][CH:4]=2)[CH:21]=[CH:20][CH:19]=1.